Dataset: Forward reaction prediction with 1.9M reactions from USPTO patents (1976-2016). Task: Predict the product of the given reaction. Given the reactants [NH2:1][C:2]1[C:7]([NH2:8])=[CH:6][C:5]([N+:9]([O-:11])=[O:10])=[CH:4][N:3]=1.[N+:12]([C:15]1[CH:23]=[CH:22][C:18]([C:19](Cl)=[O:20])=[CH:17][CH:16]=1)([O-:14])=[O:13].O, predict the reaction product. The product is: [NH2:1][C:2]1[C:7]([NH:8][C:19](=[O:20])[C:18]2[CH:17]=[CH:16][C:15]([N+:12]([O-:14])=[O:13])=[CH:23][CH:22]=2)=[CH:6][C:5]([N+:9]([O-:11])=[O:10])=[CH:4][N:3]=1.